From a dataset of Full USPTO retrosynthesis dataset with 1.9M reactions from patents (1976-2016). Predict the reactants needed to synthesize the given product. (1) Given the product [ClH:1].[ClH:36].[Cl:1][C:2]1[CH:3]=[C:4]([C:9]2[C:10](=[O:35])[NH:11][C:12](=[O:34])[N:13]([CH2:15][CH2:16][CH2:17][N:18]3[CH2:23][C@H:22]4[C@:20]([C:24]5[CH:29]=[CH:28][C:27]([C:30]([F:31])([F:33])[F:32])=[CH:26][CH:25]=5)([CH2:21]4)[CH2:19]3)[CH:14]=2)[C:5]([F:8])=[N:6][CH:7]=1, predict the reactants needed to synthesize it. The reactants are: [Cl:1][C:2]1[CH:3]=[C:4]([C:9]2[C:10](=[O:35])[NH:11][C:12](=[O:34])[N:13]([CH2:15][CH2:16][CH2:17][N:18]3[CH2:23][C@H:22]4[C@:20]([C:24]5[CH:29]=[CH:28][C:27]([C:30]([F:33])([F:32])[F:31])=[CH:26][CH:25]=5)([CH2:21]4)[CH2:19]3)[CH:14]=2)[C:5]([F:8])=[N:6][CH:7]=1.[ClH:36].O1CCOCC1. (2) The reactants are: [CH2:1]([O:5][CH2:6][CH2:7][O:8][C:9]1[CH:14]=[CH:13][C:12]([C:15]2[CH:16]=[CH:17][C:18]3[N:24]([CH2:25][CH:26]([CH3:28])[CH3:27])[CH2:23][CH2:22][C:21]([C:29]([NH:31][C:32]4[CH:37]=[CH:36][C:35]([S:38][CH2:39][C:40]5[CH:41]=[N:42][CH:43]=[CH:44][CH:45]=5)=[C:34]([C:46]([F:49])([F:48])[F:47])[CH:33]=4)=[O:30])=[CH:20][C:19]=3[CH:50]=2)=[CH:11][CH:10]=1)[CH2:2][CH2:3][CH3:4].ClC1C=CC=C(C(OO)=[O:59])C=1.S([O-])([O-])(=O)=S.[Na+].[Na+]. Given the product [CH2:1]([O:5][CH2:6][CH2:7][O:8][C:9]1[CH:14]=[CH:13][C:12]([C:15]2[CH:16]=[CH:17][C:18]3[N:24]([CH2:25][CH:26]([CH3:27])[CH3:28])[CH2:23][CH2:22][C:21]([C:29]([NH:31][C:32]4[CH:37]=[CH:36][C:35]([S:38]([CH2:39][C:40]5[CH:41]=[N:42][CH:43]=[CH:44][CH:45]=5)=[O:59])=[C:34]([C:46]([F:49])([F:48])[F:47])[CH:33]=4)=[O:30])=[CH:20][C:19]=3[CH:50]=2)=[CH:11][CH:10]=1)[CH2:2][CH2:3][CH3:4], predict the reactants needed to synthesize it.